This data is from NCI-60 drug combinations with 297,098 pairs across 59 cell lines. The task is: Regression. Given two drug SMILES strings and cell line genomic features, predict the synergy score measuring deviation from expected non-interaction effect. (1) Drug 1: C1=CC(=C2C(=C1NCCNCCO)C(=O)C3=C(C=CC(=C3C2=O)O)O)NCCNCCO. Drug 2: CCN(CC)CCCC(C)NC1=C2C=C(C=CC2=NC3=C1C=CC(=C3)Cl)OC. Cell line: NCI-H322M. Synergy scores: CSS=48.4, Synergy_ZIP=0.263, Synergy_Bliss=8.75, Synergy_Loewe=4.67, Synergy_HSA=13.2. (2) Drug 1: CN(CCCl)CCCl.Cl. Drug 2: C1CNP(=O)(OC1)N(CCCl)CCCl. Cell line: BT-549. Synergy scores: CSS=19.9, Synergy_ZIP=-3.95, Synergy_Bliss=1.34, Synergy_Loewe=-16.1, Synergy_HSA=-1.47. (3) Drug 1: C1CCC(C1)C(CC#N)N2C=C(C=N2)C3=C4C=CNC4=NC=N3. Drug 2: C1=C(C(=O)NC(=O)N1)F. Cell line: CCRF-CEM. Synergy scores: CSS=5.70, Synergy_ZIP=-14.4, Synergy_Bliss=-24.7, Synergy_Loewe=-30.7, Synergy_HSA=-25.6. (4) Drug 1: CC(CN1CC(=O)NC(=O)C1)N2CC(=O)NC(=O)C2. Drug 2: CCN(CC)CCNC(=O)C1=C(NC(=C1C)C=C2C3=C(C=CC(=C3)F)NC2=O)C. Cell line: SNB-75. Synergy scores: CSS=-5.87, Synergy_ZIP=1.39, Synergy_Bliss=-3.44, Synergy_Loewe=-8.00, Synergy_HSA=-7.98. (5) Drug 1: C1=NC2=C(N=C(N=C2N1C3C(C(C(O3)CO)O)F)Cl)N. Drug 2: C(CN)CNCCSP(=O)(O)O. Cell line: MDA-MB-435. Synergy scores: CSS=5.21, Synergy_ZIP=1.03, Synergy_Bliss=3.46, Synergy_Loewe=-5.26, Synergy_HSA=-2.35.